Dataset: Forward reaction prediction with 1.9M reactions from USPTO patents (1976-2016). Task: Predict the product of the given reaction. (1) The product is: [F:1][C:2]1[CH:3]=[C:4]2[C:9](=[CH:10][CH:11]=1)[N:8]1[CH:12]=[CH:13][CH:14]=[C:7]1[CH:6]([CH3:15])[N:5]2[C:16](=[O:25])[C:17]1[CH:22]=[CH:21][C:20]([O:23][CH3:24])=[CH:19][CH:18]=1. Given the reactants [F:1][C:2]1[CH:3]=[C:4]2[C:9](=[CH:10][CH:11]=1)[N:8]1[CH:12]=[CH:13][CH:14]=[C:7]1[CH:6]([CH3:15])[NH:5]2.[C:16](Cl)(=[O:25])[C:17]1[CH:22]=[CH:21][C:20]([O:23][CH3:24])=[CH:19][CH:18]=1, predict the reaction product. (2) The product is: [CH3:10][C@@H:11]([CH2:30][CH3:31])[C@H:12]([NH:17][C:18]([N:2]([CH3:1])[CH2:3][C:4]1[N:5]=[C:6]([CH3:9])[S:7][CH:8]=1)=[O:20])[C:13]([O:15][CH3:16])=[O:14]. Given the reactants [CH3:1][NH:2][CH2:3][C:4]1[N:5]=[C:6]([CH3:9])[S:7][CH:8]=1.[CH3:10][C@@H:11]([CH2:30][CH3:31])[C@H:12]([NH:17][C:18]([O:20]C1C=CC([N+]([O-])=O)=CC=1)=O)[C:13]([O:15][CH3:16])=[O:14].C(N(CC)CC)C, predict the reaction product.